From a dataset of Forward reaction prediction with 1.9M reactions from USPTO patents (1976-2016). Predict the product of the given reaction. (1) Given the reactants [CH3:1][C:2]1([CH3:20])[C:11]2[C:6](=[CH:7][CH:8]=[C:9]([CH3:12])[CH:10]=2)[NH:5][CH:4]([C:13]2[CH:14]=[C:15]([NH2:19])[CH:16]=[CH:17][CH:18]=2)[CH2:3]1.N1C=CC=CC=1.[F:27][C:28]1[CH:29]=[C:30]([S:34](Cl)(=[O:36])=[O:35])[CH:31]=[CH:32][CH:33]=1, predict the reaction product. The product is: [F:27][C:28]1[CH:29]=[C:30]([S:34]([NH:19][C:15]2[CH:16]=[CH:17][CH:18]=[C:13]([CH:4]3[CH2:3][C:2]([CH3:20])([CH3:1])[C:11]4[C:6](=[CH:7][CH:8]=[C:9]([CH3:12])[CH:10]=4)[NH:5]3)[CH:14]=2)(=[O:36])=[O:35])[CH:31]=[CH:32][CH:33]=1. (2) Given the reactants [CH:1]([C:4]1[CH:9]=[CH:8][C:7]([CH:10]2[CH2:14][O:13][C:12]3[C:15]4[C:20]([C:21]([OH:24])=[C:22]([CH3:23])[C:11]2=3)=[CH:19][CH:18]=[CH:17][CH:16]=4)=[CH:6][CH:5]=1)([CH3:3])[CH3:2].[F:25][C:26]([F:32])([F:31])[S:27]([O-])(=[O:29])=[O:28].O, predict the reaction product. The product is: [F:25][C:26]([F:32])([F:31])[S:27]([O:24][C:21]1[C:20]2[C:15](=[CH:16][CH:17]=[CH:18][CH:19]=2)[C:12]2[O:13][CH2:14][CH:10]([C:7]3[CH:8]=[CH:9][C:4]([CH:1]([CH3:3])[CH3:2])=[CH:5][CH:6]=3)[C:11]=2[C:22]=1[CH3:23])(=[O:29])=[O:28]. (3) Given the reactants [Cl:1][C:2]1[CH:3]=[N:4][N:5]([CH3:17])[C:6]=1[C:7]1[C:8]([CH3:16])=[C:9]([CH:13]=[CH:14][CH:15]=1)[C:10]([O-:12])=O.[OH-].[Na+].Cl.C(N(CC)CC)C.Cl.[NH2:29][CH2:30][C:31]1[C:32](=[O:39])[NH:33][C:34]([CH3:38])=[CH:35][C:36]=1[CH3:37].F[P-](F)(F)(F)(F)F.N1(OC(N(C)C)=[N+](C)C)C2N=CC=CC=2N=N1, predict the reaction product. The product is: [Cl:1][C:2]1[CH:3]=[N:4][N:5]([CH3:17])[C:6]=1[C:7]1[C:8]([CH3:16])=[C:9]([CH:13]=[CH:14][CH:15]=1)[C:10]([NH:29][CH2:30][C:31]1[C:32](=[O:39])[NH:33][C:34]([CH3:38])=[CH:35][C:36]=1[CH3:37])=[O:12]. (4) Given the reactants [CH2:1]([OH:5])[CH2:2][CH:3]=[CH2:4].[H-].[Na+].Br[CH2:9][CH:10]([O:14][CH2:15][CH3:16])[O:11][CH2:12][CH3:13], predict the reaction product. The product is: [CH2:12]([O:11][CH:10]([O:14][CH2:15][CH3:16])[CH2:9][O:5][CH2:1][CH2:2][CH:3]=[CH2:4])[CH3:13]. (5) Given the reactants C([N:3]([CH2:6]C)CC)C.Br[CH2:9][C:10]([O:12][CH2:13][CH3:14])=[O:11].[O-:15][CH2:16][CH3:17].[Na+].C(O)C.C(=O)([O-])O.[Na+].C(#[N:29])C, predict the reaction product. The product is: [NH2:29][C:6]1[NH:3][C:16](=[O:15])[CH2:17][C:9]=1[C:10]([O:12][CH2:13][CH3:14])=[O:11]. (6) Given the reactants Br[C:2]1[CH:10]=[C:9]2[C:5]([CH:6]=[CH:7][NH:8]2)=[CH:4][CH:3]=1.[NH:11]1[CH2:15][CH2:14][CH:13]([OH:16])[CH2:12]1.C(=O)([O-])[O-].[Cs+].[Cs+].N1CCC[C@H]1C(O)=O, predict the reaction product. The product is: [NH:8]1[C:9]2[C:5](=[CH:4][CH:3]=[C:2]([N:11]3[CH2:15][CH2:14][CH:13]([OH:16])[CH2:12]3)[CH:10]=2)[CH:6]=[CH:7]1. (7) Given the reactants Br[C:2]1[N:6]2[CH:7]=[CH:8][C:9]([C:11]([OH:14])([CH3:13])[CH3:12])=[N:10][C:5]2=[N:4][CH:3]=1.[F:15][C:16]1[C:21]([C:22]2[CH:23]=[N:24][CH:25]=[CH:26][CH:27]=2)=[CH:20][CH:19]=[CH:18][C:17]=1B(O)O, predict the reaction product. The product is: [F:15][C:16]1[C:21]([C:22]2[CH:23]=[N:24][CH:25]=[CH:26][CH:27]=2)=[CH:20][CH:19]=[CH:18][C:17]=1[C:2]1[N:6]2[CH:7]=[CH:8][C:9]([C:11]([OH:14])([CH3:13])[CH3:12])=[N:10][C:5]2=[N:4][CH:3]=1. (8) Given the reactants [CH2:1]([C:3](=[CH:9][C:10]1[CH:15]=[CH:14][C:13]([O:16][CH3:17])=[C:12]([O:18][CH2:19][CH2:20][C:21]2[CH:26]=[CH:25][C:24]([C:27]([F:30])([F:29])[F:28])=[CH:23][CH:22]=2)[CH:11]=1)[C:4]([O:6][CH2:7][CH3:8])=[O:5])[CH3:2], predict the reaction product. The product is: [CH2:1]([CH:3]([CH2:9][C:10]1[CH:15]=[CH:14][C:13]([O:16][CH3:17])=[C:12]([O:18][CH2:19][CH2:20][C:21]2[CH:26]=[CH:25][C:24]([C:27]([F:28])([F:29])[F:30])=[CH:23][CH:22]=2)[CH:11]=1)[C:4]([O:6][CH2:7][CH3:8])=[O:5])[CH3:2].